This data is from Forward reaction prediction with 1.9M reactions from USPTO patents (1976-2016). The task is: Predict the product of the given reaction. Given the reactants [Br:1][C:2]1[CH:3]=[C:4]([N:16](S(C)(=O)=O)[S:17]([CH3:20])(=[O:19])=[O:18])[C:5]([NH:8][C:9](=[O:15])[O:10][C:11]([CH3:14])([CH3:13])[CH3:12])=[N:6][CH:7]=1.CN(C)CCN, predict the reaction product. The product is: [Br:1][C:2]1[CH:3]=[C:4]([NH:16][S:17]([CH3:20])(=[O:19])=[O:18])[C:5]([NH:8][C:9](=[O:15])[O:10][C:11]([CH3:14])([CH3:13])[CH3:12])=[N:6][CH:7]=1.